From a dataset of Forward reaction prediction with 1.9M reactions from USPTO patents (1976-2016). Predict the product of the given reaction. (1) Given the reactants N1C=CC=CC=1S[C:8](=[O:13])[CH2:9][CH2:10][C:11]#[CH:12].[CH:14]1([Mg]Br)[CH2:18][CH2:17][CH2:16][CH2:15]1.Cl, predict the reaction product. The product is: [CH:14]1([C:8](=[O:13])[CH2:9][CH2:10][C:11]#[CH:12])[CH2:18][CH2:17][CH2:16][CH2:15]1. (2) Given the reactants [C:1]1([S:7]([C:10]2[CH:35]=[CH:34][C:13]3=[N:14][N:15]([C:17]4[CH:18]=[C:19]([CH:26]=[C:27]([C:30]([CH3:33])([CH3:32])[CH3:31])[C:28]=4[OH:29])[CH2:20][CH2:21][C:22]([O:24][CH3:25])=[O:23])[N:16]=[C:12]3[CH:11]=2)(=[O:9])=[O:8])[CH:6]=[CH:5][CH:4]=[CH:3][CH:2]=1.[CH3:36][C:37]1([CH3:46])[CH2:42]C(O)[CH2:40][C:39]([CH3:45])([CH3:44])[NH:38]1.[NH2-].[Li+], predict the reaction product. The product is: [C:1]1([S:7]([C:10]2[CH:35]=[CH:34][C:13]3=[N:14][N:15]([C:17]4[CH:18]=[C:19]([CH:26]=[C:27]([C:30]([CH3:32])([CH3:31])[CH3:33])[C:28]=4[OH:29])[CH2:20][CH2:21][C:22]([O:24][CH:25]4[CH2:40][C:39]([CH3:45])([CH3:44])[NH:38][C:37]([CH3:46])([CH3:42])[CH2:36]4)=[O:23])[N:16]=[C:12]3[CH:11]=2)(=[O:9])=[O:8])[CH:2]=[CH:3][CH:4]=[CH:5][CH:6]=1. (3) Given the reactants [CH3:1][N:2]1[CH2:7][CH2:6][N:5]([C:8]2[C:17]3[C:12](=[CH:13][CH:14]=[C:15]([N+:18]([O-])=O)[CH:16]=3)[N:11]=[CH:10][N:9]=2)[CH2:4][CH2:3]1, predict the reaction product. The product is: [NH2:18][C:15]1[CH:16]=[C:17]2[C:12](=[CH:13][CH:14]=1)[N:11]=[CH:10][N:9]=[C:8]2[N:5]1[CH2:4][CH2:3][N:2]([CH3:1])[CH2:7][CH2:6]1. (4) Given the reactants Cl.[NH:2]1[C:6]2=[N:7][CH:8]=[CH:9][C:10]([O:11][C:12]3[CH:17]=[CH:16][C:15]([NH:18]C4C(C(NC5C=CC(F)=CC=5F)=O)=CN=CC=4)=[CH:14][C:13]=3[F:36])=[C:5]2[CH:4]=[CH:3]1.Cl[C:38]1[N:54]=[CH:53][CH:52]=[C:51]([O:55][CH3:56])[C:39]=1[C:40]([NH:42][C:43]1[CH:48]=[CH:47][C:46]([F:49])=[CH:45][C:44]=1[F:50])=[O:41].Cl, predict the reaction product. The product is: [NH:2]1[C:6]2=[N:7][CH:8]=[CH:9][C:10]([O:11][C:12]3[CH:17]=[CH:16][C:15]([NH:18][C:38]4[N:54]=[CH:53][CH:52]=[C:51]([O:55][CH3:56])[C:39]=4[C:40]([NH:42][C:43]4[CH:48]=[CH:47][C:46]([F:49])=[CH:45][C:44]=4[F:50])=[O:41])=[CH:14][C:13]=3[F:36])=[C:5]2[CH:4]=[CH:3]1.[NH:2]1[C:6]2=[N:7][CH:8]=[CH:9][C:10]([O:11][C:12]3[CH:17]=[CH:16][C:15]([NH:18][C:38]4[N:54]=[CH:53][CH:52]=[C:51]([OH:55])[C:39]=4[C:40]([NH:42][C:43]4[CH:48]=[CH:47][C:46]([F:49])=[CH:45][C:44]=4[F:50])=[O:41])=[CH:14][C:13]=3[F:36])=[C:5]2[CH:4]=[CH:3]1.